This data is from Reaction yield outcomes from USPTO patents with 853,638 reactions. The task is: Predict the reaction yield, written as a fraction of the theoretical maximum amount of product (1.0 means a 100% yield; for example, 0.34 means a 34% yield). (1) The reactants are N.CO.C([O:7][C@H:8]1[C@@H:12]([O:13]C(=O)C)[C@H:11]([N:17]2[CH:25]=[N:24][C:23]3[C:18]2=[N:19][CH:20]=[N:21][C:22]=3[N:26]([CH3:28])[CH3:27])[O:10][C@@H:9]1[CH2:29][O:30]C(=O)C)(=O)C. No catalyst specified. The product is [CH3:27][N:26]([CH3:28])[C:22]1[N:21]=[CH:20][N:19]=[C:18]2[C:23]=1[N:24]=[CH:25][N:17]2[C@H:11]1[C@H:12]([OH:13])[C@H:8]([OH:7])[C@@H:9]([CH2:29][OH:30])[O:10]1. The yield is 0.860. (2) The product is [Br:1][C:2]1[C:3]([Cl:16])=[CH:4][C:5]([O:14][CH3:15])=[C:6]([NH:8][C@@H:9]([CH3:13])[C:10]([N:20]2[CH2:21][CH2:22][N:17]([CH:23]3[CH2:24][N:25]([C:27]([O:29][C:30]([CH3:33])([CH3:32])[CH3:31])=[O:28])[CH2:26]3)[CH2:18][CH2:19]2)=[O:12])[CH:7]=1. The yield is 0.760. The catalyst is CN(C=O)C. The reactants are [Br:1][C:2]1[C:3]([Cl:16])=[CH:4][C:5]([O:14][CH3:15])=[C:6]([NH:8][C@@H:9]([CH3:13])[C:10]([OH:12])=O)[CH:7]=1.[N:17]1([CH:23]2[CH2:26][N:25]([C:27]([O:29][C:30]([CH3:33])([CH3:32])[CH3:31])=[O:28])[CH2:24]2)[CH2:22][CH2:21][NH:20][CH2:19][CH2:18]1.CCN=C=NCCCN(C)C.Cl.C1C=CC2N(O)N=NC=2C=1.CCN(CC)CC. (3) The reactants are [CH2:1]([O:8][C:9]1[C:10]([F:29])=[C:11]([C:15]2[N:16]=[C:17]([CH:25]3[CH2:28][CH2:27][CH2:26]3)[N:18]3[CH:23]=[CH:22][N:21]=[C:20](Cl)[C:19]=23)[CH:12]=[CH:13][CH:14]=1)[C:2]1[CH:7]=[CH:6][CH:5]=[CH:4][CH:3]=1.C(OC1C(F)=C(C(NC(C2CCC2)=O)C2C(Cl)=NC=C[N:46]=2)C=CC=1)C1C=CC=CC=1. The catalyst is O=P(Cl)(Cl)Cl. The product is [NH2:46][C:20]1[C:19]2[N:18]([C:17]([CH:25]3[CH2:28][CH2:27][CH2:26]3)=[N:16][C:15]=2[C:11]2[CH:12]=[CH:13][CH:14]=[C:9]([O:8][CH2:1][C:2]3[CH:7]=[CH:6][CH:5]=[CH:4][CH:3]=3)[C:10]=2[F:29])[CH:23]=[CH:22][N:21]=1. The yield is 0.750. (4) The reactants are [Cl:1][C:2]1[CH:7]=[CH:6][C:5]([C:8](=[NH:20])[NH:9][C:10]2[CH:15]=[CH:14][C:13]([S:16]([CH3:19])(=[O:18])=[O:17])=[CH:12][CH:11]=2)=[CH:4][CH:3]=1.C(=O)(O)[O-:22].[Na+].BrCC(=O)[CH2:29][C:30]1C=CC=C[C:31]=1[O:36][C:37]1[CH:42]=[CH:41][C:40]([Cl:43])=[CH:39][CH:38]=1. The catalyst is CC(C)=O. The product is [Cl:1][C:2]1[CH:3]=[CH:4][C:5]([C:8]2[N:9]([C:10]3[CH:15]=[CH:14][C:13]([S:16]([CH3:19])(=[O:17])=[O:18])=[CH:12][CH:11]=3)[CH2:29][C:30]([OH:22])([CH2:31][O:36][C:37]3[CH:42]=[CH:41][C:40]([Cl:43])=[CH:39][CH:38]=3)[N:20]=2)=[CH:6][CH:7]=1. The yield is 0.350. (5) The reactants are [C:1]([NH:24][CH2:25][C:26]([O:28]C)=[O:27])(=[O:23])[CH2:2][CH2:3]/[CH:4]=[CH:5]\[CH2:6]/[CH:7]=[CH:8]\[CH2:9]/[CH:10]=[CH:11]\[CH2:12]/[CH:13]=[CH:14]\[CH2:15]/[CH:16]=[CH:17]\[CH2:18]/[CH:19]=[CH:20]\[CH2:21][CH3:22].[OH-].[Na+].Cl. The catalyst is C1COCC1. The product is [C:1]([NH:24][CH2:25][C:26]([OH:28])=[O:27])(=[O:23])[CH2:2][CH2:3]/[CH:4]=[CH:5]\[CH2:6]/[CH:7]=[CH:8]\[CH2:9]/[CH:10]=[CH:11]\[CH2:12]/[CH:13]=[CH:14]\[CH2:15]/[CH:16]=[CH:17]\[CH2:18]/[CH:19]=[CH:20]\[CH2:21][CH3:22]. The yield is 0.880. (6) The reactants are Br[CH2:2][C:3]([C:5]12[CH2:14][CH:9]3[CH2:10][CH:11]([CH2:13][CH:7]([CH2:8]3)[CH2:6]1)[CH2:12]2)=[O:4].[CH3:15][N:16]1[C:20]([CH3:21])=[N:19][N:18]=[C:17]1[SH:22].C(N(CC)CC)C. The catalyst is C(#N)C. The product is [C:5]12([C:3](=[O:4])[CH2:2][S:22][C:17]3[N:16]([CH3:15])[C:20]([CH3:21])=[N:19][N:18]=3)[CH2:14][CH:9]3[CH2:10][CH:11]([CH2:13][CH:7]([CH2:8]3)[CH2:6]1)[CH2:12]2. The yield is 0.540. (7) The reactants are [Cl:1][C:2]1[C:7]([F:8])=[CH:6][C:5]([CH:9]2[CH2:14][CH:13]([C:15]([O:17]C)=[O:16])[CH2:12][CH2:11][N:10]2[C:19]([O:21][CH3:22])=[O:20])=[CH:4][C:3]=1[F:23].[Br-].[Li+].C(N(CC)CC)C.CC(OC)(C)C. The catalyst is C(#N)C.O. The product is [Cl:1][C:2]1[C:7]([F:8])=[CH:6][C:5]([CH:9]2[CH2:14][CH:13]([C:15]([OH:17])=[O:16])[CH2:12][CH2:11][N:10]2[C:19]([O:21][CH3:22])=[O:20])=[CH:4][C:3]=1[F:23]. The yield is 0.910. (8) The reactants are [NH2:1][C@@H:2]([CH3:5])[CH2:3][OH:4].[C:6]([Si:10](Cl)([CH3:12])[CH3:11])([CH3:9])([CH3:8])[CH3:7].C(N(CC)CC)C. The catalyst is C(Cl)Cl. The product is [C:6]([Si:10]([CH3:12])([CH3:11])[O:4][CH2:3][CH:2]([NH2:1])[CH3:5])([CH3:9])([CH3:8])[CH3:7]. The yield is 0.800. (9) The reactants are [I-].[CH3:2][S+](C)(C)=O.[H-].[Na+].[O:9]=[C:10]([CH3:26])[CH2:11][N:12]1[CH2:18][CH2:17][CH2:16][N:15]([C:19]([O:21][C:22]([CH3:25])([CH3:24])[CH3:23])=[O:20])[CH2:14][CH2:13]1. The catalyst is CS(C)=O. The product is [CH3:26][C:10]1([CH2:11][N:12]2[CH2:18][CH2:17][CH2:16][N:15]([C:19]([O:21][C:22]([CH3:25])([CH3:24])[CH3:23])=[O:20])[CH2:14][CH2:13]2)[CH2:2][O:9]1. The yield is 0.600.